Dataset: Forward reaction prediction with 1.9M reactions from USPTO patents (1976-2016). Task: Predict the product of the given reaction. (1) Given the reactants [F:1][C:2]1[CH:18]=[C:17]([F:19])[CH:16]=[CH:15][C:3]=1[O:4][C:5]1[CH:12]=[CH:11][C:8]([C:9]#N)=[C:7]([CH:13]=O)[N:6]=1.[NH2:20][NH2:21].CC[OH:24], predict the reaction product. The product is: [F:1][C:2]1[CH:18]=[C:17]([F:19])[CH:16]=[CH:15][C:3]=1[O:4][C:5]1[CH:12]=[CH:11][C:8]2[C:9](=[O:24])[NH:20][N:21]=[CH:13][C:7]=2[N:6]=1. (2) The product is: [ClH:18].[NH2:9][CH:6]1[CH2:7][CH2:8][C:3]([CH2:1][CH3:2])([OH:17])[CH2:4][CH2:5]1. Given the reactants [CH2:1]([C:3]1([OH:17])[CH2:8][CH2:7][CH:6]([NH:9]C(=O)OC(C)(C)C)[CH2:5][CH2:4]1)[CH3:2].[ClH:18].O1CCOCC1, predict the reaction product. (3) Given the reactants [Br:1][C:2]1[CH:9]=[CH:8][C:5]([CH:6]=[O:7])=[C:4]([CH3:10])[CH:3]=1.[N+:11]([O-])([O-:13])=[O:12].[K+].S(=O)(=O)(O)O, predict the reaction product. The product is: [Br:1][C:2]1[C:9]([N+:11]([O-:13])=[O:12])=[CH:8][C:5]([CH:6]=[O:7])=[C:4]([CH3:10])[CH:3]=1. (4) Given the reactants [CH3:1][C:2]1([CH3:16])[C:6]([CH3:8])([CH3:7])[O:5][B:4]([C:9]2[CH:14]=[CH:13][C:12]([NH2:15])=[CH:11][CH:10]=2)[O:3]1.[C:17]1([C:23]2([C:26](O)=[O:27])[CH2:25][CH2:24]2)[CH:22]=[CH:21][CH:20]=[CH:19][CH:18]=1, predict the reaction product. The product is: [CH3:8][C:6]1([CH3:7])[C:2]([CH3:16])([CH3:1])[O:3][B:4]([C:9]2[CH:14]=[CH:13][C:12]([NH:15][C:26]([C:23]3([C:17]4[CH:22]=[CH:21][CH:20]=[CH:19][CH:18]=4)[CH2:25][CH2:24]3)=[O:27])=[CH:11][CH:10]=2)[O:5]1. (5) Given the reactants [CH:1]1([N:4]2[C:12]([CH3:13])=[C:11]3[C:6]([CH:7]=[CH:8][C:9]([N:14]4[CH:19]=[CH:18][C:17]([OH:20])=[CH:16][C:15]4=[O:21])=[CH:10]3)=[N:5]2)[CH2:3][CH2:2]1.Cl[CH2:23][C:24]1[N:25]=[C:26]([C:29]([F:32])([F:31])[F:30])[S:27][CH:28]=1.C(=O)([O-])[O-].[K+].[K+], predict the reaction product. The product is: [CH:1]1([N:4]2[C:12]([CH3:13])=[C:11]3[C:6]([CH:7]=[CH:8][C:9]([N:14]4[CH:19]=[CH:18][C:17]([O:20][CH2:23][C:24]5[N:25]=[C:26]([C:29]([F:32])([F:31])[F:30])[S:27][CH:28]=5)=[CH:16][C:15]4=[O:21])=[CH:10]3)=[N:5]2)[CH2:2][CH2:3]1. (6) Given the reactants [F:1][C:2]1[N:7]=[C:6]([F:8])[C:5]([F:9])=[C:4](F)[C:3]=1[F:11].[NH:12]1[CH2:17][CH2:16][O:15][CH2:14][CH2:13]1, predict the reaction product. The product is: [F:8][C:6]1[C:5]([F:9])=[C:4]([N:12]2[CH2:17][CH2:16][O:15][CH2:14][CH2:13]2)[C:3]([F:11])=[C:2]([F:1])[N:7]=1. (7) The product is: [CH3:7][O:8][C:9]1[C:14]([CH3:15])=[CH:13][C:12]([PH:16][C:17]2[CH:22]=[C:21]([CH3:23])[C:20]([O:24][CH3:25])=[C:19]([CH3:26])[CH:18]=2)=[CH:11][C:10]=1[CH3:28].[BH3:5]. Given the reactants [Cl-].[Ce+3].[Cl-].[Cl-].[BH4-:5].[Na+].[CH3:7][O:8][C:9]1[C:14]([CH3:15])=[CH:13][C:12]([PH:16](=O)[C:17]2[CH:22]=[C:21]([CH3:23])[C:20]([O:24][CH3:25])=[C:19]([CH3:26])[CH:18]=2)=[CH:11][C:10]=1[CH3:28].[H-].[Al+3].[Li+].[H-].[H-].[H-].Cl, predict the reaction product. (8) Given the reactants [NH2:1][C:2]1[CH:7]=[CH:6][C:5]([CH:8](C(OCC)=O)[C:9]([O:11][CH2:12][CH3:13])=[O:10])=[CH:4][C:3]=1[F:19].[OH-].[Na+], predict the reaction product. The product is: [NH2:1][C:2]1[CH:7]=[CH:6][C:5]([CH2:8][C:9]([O:11][CH2:12][CH3:13])=[O:10])=[CH:4][C:3]=1[F:19].